From a dataset of Reaction yield outcomes from USPTO patents with 853,638 reactions. Predict the reaction yield, written as a fraction of the theoretical maximum amount of product (1.0 means a 100% yield; for example, 0.34 means a 34% yield). (1) The reactants are [N+:1]([C:4]1[CH:9]=[CH:8][CH:7]=[CH:6][C:5]=1[C:10]1[N:11]=[C:12]2[N:17]=[CH:16][CH:15]=[CH:14][N:13]2[CH:18]=1)([O-])=O. The catalyst is CO. The product is [N:11]1[C:10]([C:5]2[CH:6]=[CH:7][CH:8]=[CH:9][C:4]=2[NH2:1])=[CH:18][N:13]2[CH:14]=[CH:15][CH:16]=[N:17][C:12]=12. The yield is 0.760. (2) The reactants are [NH2:1][C:2]1[C:11]2[C:6](=[C:7](Br)[CH:8]=[CH:9][CH:10]=2)[N:5]=[N:4][C:3]=1[C:13]([NH:15][CH2:16][CH2:17][CH3:18])=[O:14].[CH3:19][O:20][C:21]1[N:26]=[CH:25][C:24](B(O)O)=[CH:23][CH:22]=1. No catalyst specified. The product is [NH2:1][C:2]1[C:11]2[C:6](=[C:7]([C:24]3[CH:25]=[N:26][C:21]([O:20][CH3:19])=[CH:22][CH:23]=3)[CH:8]=[CH:9][CH:10]=2)[N:5]=[N:4][C:3]=1[C:13]([NH:15][CH2:16][CH2:17][CH3:18])=[O:14]. The yield is 0.720. (3) The reactants are C([O:8][C:9](=[O:56])[CH2:10][CH:11]1[CH2:16][CH2:15][CH:14]([CH2:17][N:18]2[CH2:24][CH2:23][CH2:22][CH:21]([N:25]([CH2:32][C:33]3[CH:38]=[C:37]([C:39]([F:42])([F:41])[F:40])[CH:36]=[C:35]([C:43]([F:46])([F:45])[F:44])[CH:34]=3)[C:26]3[N:27]=[N:28][N:29]([CH3:31])[N:30]=3)[C:20]3[CH:47]=[C:48]([CH3:55])[C:49]([C:51]([F:54])([F:53])[F:52])=[CH:50][C:19]2=3)[CH2:13][CH2:12]1)C1C=CC=CC=1. The yield is 0.670. The product is [F:45][C:43]([F:44])([F:46])[C:35]1[CH:34]=[C:33]([CH:38]=[C:37]([C:39]([F:42])([F:41])[F:40])[CH:36]=1)[CH2:32][N:25]([C:26]1[N:27]=[N:28][N:29]([CH3:31])[N:30]=1)[CH:21]1[CH2:22][CH2:23][CH2:24][N:18]([CH2:17][CH:14]2[CH2:15][CH2:16][CH:11]([CH2:10][C:9]([OH:56])=[O:8])[CH2:12][CH2:13]2)[C:19]2[CH:50]=[C:49]([C:51]([F:52])([F:53])[F:54])[C:48]([CH3:55])=[CH:47][C:20]1=2. The catalyst is [OH-].[Na+].CO. (4) The reactants are [F:1][C:2]1[CH:3]=[C:4]([CH:7]=[C:8]([F:10])[CH:9]=1)[CH:5]=O.[CH3:11][O:12][C:13]1[CH:14]=[C:15]([CH:19]=[CH:20][C:21]=1[O:22][CH3:23])[CH2:16][C:17]#[N:18]. No catalyst specified. The product is [F:1][C:2]1[CH:3]=[C:4](/[CH:5]=[C:16](/[C:15]2[CH:19]=[CH:20][C:21]([O:22][CH3:23])=[C:13]([O:12][CH3:11])[CH:14]=2)\[C:17]#[N:18])[CH:7]=[C:8]([F:10])[CH:9]=1. The yield is 0.690. (5) The reactants are [C:1]([O:5][C:6]([NH:8][C:9]12[CH2:16][CH2:15][C:12]([C:17]([O:19][CH3:20])=[O:18])([CH2:13][CH2:14]1)[CH2:11][CH2:10]2)=[O:7])([CH3:4])([CH3:3])[CH3:2].[H-].[Na+].[CH2:23](Br)[C:24]1[CH:29]=[CH:28][CH:27]=[CH:26][CH:25]=1. The catalyst is CN(C=O)C. The product is [CH2:23]([N:8]([C:6]([O:5][C:1]([CH3:4])([CH3:3])[CH3:2])=[O:7])[C:9]12[CH2:10][CH2:11][C:12]([C:17]([O:19][CH3:20])=[O:18])([CH2:15][CH2:16]1)[CH2:13][CH2:14]2)[C:24]1[CH:29]=[CH:28][CH:27]=[CH:26][CH:25]=1. The yield is 0.820. (6) The reactants are [CH3:1][C:2]1([CH3:25])[C:6]([CH3:8])([CH3:7])[O:5][B:4]([C:9]2[CH:14]=[CH:13][C:12]([NH:15][C:16](=O)[O:17]C3C=CC=CC=3)=[CH:11][CH:10]=2)[O:3]1.[CH3:26][NH2:27].C1COCC1. The yield is 0.880. The product is [CH3:26][NH:27][C:16]([NH:15][C:12]1[CH:13]=[CH:14][C:9]([B:4]2[O:3][C:2]([CH3:25])([CH3:1])[C:6]([CH3:8])([CH3:7])[O:5]2)=[CH:10][CH:11]=1)=[O:17]. The catalyst is C1COCC1.